From a dataset of Peptide-MHC class I binding affinity with 185,985 pairs from IEDB/IMGT. Regression. Given a peptide amino acid sequence and an MHC pseudo amino acid sequence, predict their binding affinity value. This is MHC class I binding data. (1) The peptide sequence is RSDGYFLKIK. The MHC is HLA-A11:01 with pseudo-sequence HLA-A11:01. The binding affinity (normalized) is 0.320. (2) The peptide sequence is DQIKCFEKF. The MHC is HLA-A23:01 with pseudo-sequence HLA-A23:01. The binding affinity (normalized) is 0.471. (3) The peptide sequence is RRWIQLGLQK. The MHC is HLA-B44:02 with pseudo-sequence HLA-B44:02. The binding affinity (normalized) is 0.0482. (4) The peptide sequence is GAENIVFNL. The MHC is HLA-A02:01 with pseudo-sequence HLA-A02:01. The binding affinity (normalized) is 0.218. (5) The peptide sequence is RLIQNSLTI. The MHC is HLA-A02:01 with pseudo-sequence HLA-A02:01. The binding affinity (normalized) is 0.509.